From a dataset of Peptide-MHC class I binding affinity with 185,985 pairs from IEDB/IMGT. Regression. Given a peptide amino acid sequence and an MHC pseudo amino acid sequence, predict their binding affinity value. This is MHC class I binding data. (1) The peptide sequence is PLWESATEV. The MHC is HLA-B27:05 with pseudo-sequence HLA-B27:05. The binding affinity (normalized) is 0.0847. (2) The peptide sequence is VGFPTHRHI. The MHC is HLA-A01:01 with pseudo-sequence HLA-A01:01. The binding affinity (normalized) is 0. (3) The peptide sequence is RLFFKCIYR. The MHC is HLA-B15:09 with pseudo-sequence HLA-B15:09. The binding affinity (normalized) is 0.0847. (4) The peptide sequence is SQEDNHFSL. The MHC is HLA-A11:01 with pseudo-sequence HLA-A11:01. The binding affinity (normalized) is 0.0847. (5) The peptide sequence is YTAVVPLVT. The MHC is HLA-B58:01 with pseudo-sequence HLA-B58:01. The binding affinity (normalized) is 0.154. (6) The peptide sequence is WAPEGDIRL. The MHC is HLA-A02:01 with pseudo-sequence HLA-A02:01. The binding affinity (normalized) is 0.464. (7) The peptide sequence is SICSTMTNR. The MHC is HLA-A68:01 with pseudo-sequence HLA-A68:01. The binding affinity (normalized) is 0.645. (8) The peptide sequence is APRTLVYLL. The MHC is HLA-B14:02 with pseudo-sequence HLA-B14:02. The binding affinity (normalized) is 0.00316.